Predict the product of the given reaction. From a dataset of Forward reaction prediction with 1.9M reactions from USPTO patents (1976-2016). (1) Given the reactants C(N1C=CN=C1)(N1C=CN=C1)=O.[CH2:13]([O:15][CH2:16][C:17]([OH:19])=O)[CH3:14].[CH2:20]([NH:22][CH2:23][C:24]1[CH:29]=[CH:28][CH:27]=[CH:26][CH:25]=1)[CH3:21], predict the reaction product. The product is: [CH2:20]([N:22]([CH2:23][C:24]1[CH:29]=[CH:28][CH:27]=[CH:26][CH:25]=1)[C:17](=[O:19])[CH2:16][O:15][CH2:13][CH3:14])[CH3:21]. (2) Given the reactants [Cl:1][C:2]1[CH:18]=[CH:17][C:5]2[CH2:6][CH2:7][N:8]([C:11](=[O:16])[C:12]([F:15])([F:14])[F:13])[CH2:9][CH2:10][C:4]=2[C:3]=1[NH:19][CH2:20][C:21]1[CH:26]=[CH:25][C:24]([OH:27])=[C:23]([Cl:28])[CH:22]=1.Br[CH2:30][C:31](=[O:36])[C:32]([CH3:35])([CH3:34])[CH3:33], predict the reaction product. The product is: [Cl:1][C:2]1[CH:18]=[CH:17][C:5]2[CH2:6][CH2:7][N:8]([C:11](=[O:16])[C:12]([F:13])([F:15])[F:14])[CH2:9][CH2:10][C:4]=2[C:3]=1[NH:19][CH2:20][C:21]1[CH:26]=[CH:25][C:24]([O:27][CH2:30][C:31](=[O:36])[C:32]([CH3:35])([CH3:34])[CH3:33])=[C:23]([Cl:28])[CH:22]=1.